From a dataset of Full USPTO retrosynthesis dataset with 1.9M reactions from patents (1976-2016). Predict the reactants needed to synthesize the given product. Given the product [C:1]([O:7][CH2:8][N:9]1[C:13]2[N:14]=[N:15][CH:16]=[C:17]([C:18]3[CH:19]=[N:20][N:21]([C@@H:23]([CH2:24][CH:25]4[CH2:26][CH2:27][CH2:28][CH2:29]4)[CH2:30][C:31]#[N:34])[CH:22]=3)[C:12]=2[CH:11]=[CH:10]1)(=[O:6])[C:2]([CH3:5])([CH3:4])[CH3:3], predict the reactants needed to synthesize it. The reactants are: [C:1]([O:7][CH2:8][N:9]1[C:13]2[N:14]=[N:15][CH:16]=[C:17]([C:18]3[CH:19]=[N:20][N:21]([C@H:23]([CH2:30][CH:31]=O)[CH2:24][CH:25]4[CH2:29][CH2:28][CH2:27][CH2:26]4)[CH:22]=3)[C:12]=2[CH:11]=[CH:10]1)(=[O:6])[C:2]([CH3:5])([CH3:4])[CH3:3].[OH-].[NH4+:34].II.